Dataset: Reaction yield outcomes from USPTO patents with 853,638 reactions. Task: Predict the reaction yield, written as a fraction of the theoretical maximum amount of product (1.0 means a 100% yield; for example, 0.34 means a 34% yield). (1) The reactants are [F:1][C:2]1[CH:8]=[C:7]([C:9]([F:12])([F:11])[F:10])[CH:6]=[CH:5][C:3]=1[NH2:4].[N:13]([O-])=O.[Na+].C([O-])(=O)C.[Na+].[C:22]([CH2:25][C:26](=[O:28])[CH3:27])(=[O:24])[CH3:23]. The catalyst is C(O)(=O)C.Cl.O. The product is [F:1][C:2]1[CH:8]=[C:7]([C:9]([F:10])([F:11])[F:12])[CH:6]=[CH:5][C:3]=1[NH:4][N:13]=[C:25]([C:26](=[O:28])[CH3:27])[C:22](=[O:24])[CH3:23]. The yield is 0.440. (2) The reactants are Cl.[CH3:2][NH:3][OH:4].C[O-].[Na+].[OH:8][C:9]1[CH:10]=[C:11]2[C:16](=[CH:17][CH:18]=1)[O:15][CH:14]([C:19]1[CH:24]=[CH:23][CH:22]=[CH:21][CH:20]=1)[CH2:13]/[C:12]/2=[N:25]\[C:26]#[N:27]. The catalyst is CO. The product is [NH2:27][C:26]1[N:3]([CH3:2])[O:4][C:12]2([C:11]3[C:16](=[CH:17][CH:18]=[C:9]([OH:8])[CH:10]=3)[O:15][CH:14]([C:19]3[CH:24]=[CH:23][CH:22]=[CH:21][CH:20]=3)[CH2:13]2)[N:25]=1. The yield is 0.200. (3) The reactants are [OH:1][C:2]([CH3:22])([CH3:21])[CH2:3][C@@H:4]1[CH2:8][O:7][C@@:6]([C@@H:10]2[C@:18]3([CH3:19])[C@H:13]([C@@H:14]([OH:20])[CH2:15][CH2:16][CH2:17]3)[CH2:12][CH2:11]2)([CH3:9])[CH2:5]1.C1C=C[NH+]=CC=1.C1C=C[NH+]=CC=1.[O-][Cr](O[Cr]([O-])(=O)=O)(=O)=O. The catalyst is C(Cl)Cl. The product is [OH:1][C:2]([CH3:22])([CH3:21])[CH2:3][C@@H:4]1[CH2:8][O:7][C@@:6]([C@@H:10]2[C@:18]3([CH3:19])[C@H:13]([C:14](=[O:20])[CH2:15][CH2:16][CH2:17]3)[CH2:12][CH2:11]2)([CH3:9])[CH2:5]1. The yield is 0.980. (4) The reactants are [NH2:1][C:2]1[N:10]=[C:9]([NH:11][CH2:12][CH2:13][CH2:14][CH3:15])[N:8]=[C:7]2[C:3]=1[N:4]=[CH:5][NH:6]2.C([O-])([O-])=O.[Cs+].[Cs+].[N+:22]([C:25]1[CH:32]=[CH:31][C:28]([CH2:29]Br)=[CH:27][CH:26]=1)([O-:24])=[O:23]. The catalyst is CN(C=O)C.[Cl-].[Na+].O. The product is [CH2:12]([NH:11][C:9]1[N:8]=[C:7]2[C:3]([N:4]=[CH:5][N:6]2[CH2:29][C:28]2[CH:31]=[CH:32][C:25]([N+:22]([O-:24])=[O:23])=[CH:26][CH:27]=2)=[C:2]([NH2:1])[N:10]=1)[CH2:13][CH2:14][CH3:15]. The yield is 0.700. (5) The reactants are [NH:1]1[CH:5]=[C:4]([C:6]2[CH:11]=[C:10]([C:12]([NH2:14])=[O:13])[CH:9]=[CH:8][N:7]=2)[N:3]=[CH:2]1.[F:15][C:16]([F:30])([F:29])[CH2:17]OS(C1C=CC(C)=CC=1)(=O)=O. No catalyst specified. The product is [F:15][C:16]([F:30])([F:29])[CH2:17][N:1]1[CH:5]=[C:4]([C:6]2[CH:11]=[C:10]([C:12]([NH2:14])=[O:13])[CH:9]=[CH:8][N:7]=2)[N:3]=[CH:2]1. The yield is 0.600.